From a dataset of Reaction yield outcomes from USPTO patents with 853,638 reactions. Predict the reaction yield, written as a fraction of the theoretical maximum amount of product (1.0 means a 100% yield; for example, 0.34 means a 34% yield). (1) The catalyst is O1CCOCC1. The reactants are [Cl:1][C:2]1[N:3]=[N:4][C:5]([N:10]2[CH2:15][CH2:14][NH:13][C@H:12]([CH3:16])[CH2:11]2)=[C:6]([CH3:9])[C:7]=1[CH3:8].[CH3:17][O:18][C:19]([C:21]1[CH:26]=[N:25][C:24](Cl)=[CH:23][N:22]=1)=[O:20].C(N(CC)CC)C. The yield is 0.710. The product is [CH3:17][O:18][C:19]([C:21]1[N:22]=[CH:23][C:24]([N:13]2[CH2:14][CH2:15][N:10]([C:5]3[N:4]=[N:3][C:2]([Cl:1])=[C:7]([CH3:8])[C:6]=3[CH3:9])[CH2:11][C@H:12]2[CH3:16])=[N:25][CH:26]=1)=[O:20]. (2) The yield is 0.830. The catalyst is O1CCCC1. The product is [CH2:35]([C:11]1[N:10]([C:6]2[CH:7]=[CH:8][CH:9]=[C:4]([C:1]([OH:3])([CH3:37])[CH3:2])[CH:5]=2)[C:15](=[O:16])[C:14]([CH2:17][C:18]2[CH:23]=[CH:22][C:21]([C:24]3[C:25]([C:30]#[N:31])=[CH:26][CH:27]=[CH:28][CH:29]=3)=[CH:20][CH:19]=2)=[C:13]([CH2:32][CH2:33][CH3:34])[N:12]=1)[CH3:36]. The reactants are [C:1]([C:4]1[CH:5]=[C:6]([N:10]2[C:15](=[O:16])[C:14]([CH2:17][C:18]3[CH:23]=[CH:22][C:21]([C:24]4[C:25]([C:30]#[N:31])=[CH:26][CH:27]=[CH:28][CH:29]=4)=[CH:20][CH:19]=3)=[C:13]([CH2:32][CH2:33][CH3:34])[N:12]=[C:11]2[CH2:35][CH3:36])[CH:7]=[CH:8][CH:9]=1)(=[O:3])[CH3:2].[CH3:37][Li].[Cl-].[NH4+].